This data is from Catalyst prediction with 721,799 reactions and 888 catalyst types from USPTO. The task is: Predict which catalyst facilitates the given reaction. (1) Reactant: C(P1(=O)OP(CCC)(=O)OP(CCC)(=O)O1)CC.C(OC([N:26]1[CH2:30][CH2:29][CH:28]([CH2:31][NH2:32])[CH2:27]1)=O)(C)(C)C.[N:33]1[CH:38]=[CH:37][CH:36]=[CH:35][C:34]=1[C:39](O)=[O:40].CCN(CC)CC.[ClH:49]. Product: [ClH:49].[NH:26]1[CH2:30][CH2:29][CH:28]([CH2:31][NH:32][C:39]([C:34]2[CH:35]=[CH:36][CH:37]=[CH:38][N:33]=2)=[O:40])[CH2:27]1. The catalyst class is: 38. (2) Reactant: [F:1][CH:2]1[CH:7]([C:8]2[N:9]([CH2:24][CH2:25][O:26]C3CCCCO3)[CH:10]=[C:11]([C:13]3[CH:18]=[CH:17][C:16]([F:19])=[C:15]([C:20]([F:23])([F:22])[F:21])[CH:14]=3)[N:12]=2)[CH2:6][CH2:5][N:4]([C:33]([O:35][C:36]([CH3:39])([CH3:38])[CH3:37])=[O:34])[CH2:3]1.O.C1(C)C=CC(S(O)(=O)=O)=CC=1. Product: [C:36]([O:35][C:33]([N:4]1[CH2:5][CH2:6][C@H:7]([C:8]2[N:9]([CH2:24][CH2:25][OH:26])[CH:10]=[C:11]([C:13]3[CH:18]=[CH:17][C:16]([F:19])=[C:15]([C:20]([F:21])([F:23])[F:22])[CH:14]=3)[N:12]=2)[C@H:2]([F:1])[CH2:3]1)=[O:34])([CH3:39])([CH3:37])[CH3:38].[C:36]([O:35][C:33]([N:4]1[CH2:5][CH2:6][C@@H:7]([C:8]2[N:9]([CH2:24][CH2:25][OH:26])[CH:10]=[C:11]([C:13]3[CH:18]=[CH:17][C:16]([F:19])=[C:15]([C:20]([F:21])([F:23])[F:22])[CH:14]=3)[N:12]=2)[C@H:2]([F:1])[CH2:3]1)=[O:34])([CH3:39])([CH3:37])[CH3:38]. The catalyst class is: 5. (3) Reactant: [H-].[Na+].[C:3]([CH2:5]P(=O)(OCC)OCC)#[N:4].[C:14]1([CH2:20][CH2:21][CH2:22][CH2:23][C:24]2[O:25][C:26]3[C:35]4[C:34](=O)[CH2:33][CH2:32][C:31]=4[CH:30]=[CH:29][C:27]=3[N:28]=2)[CH:19]=[CH:18][CH:17]=[CH:16][CH:15]=1.[Cl-].[NH4+]. Product: [C:14]1([CH2:20][CH2:21][CH2:22][CH2:23][C:24]2[O:25][C:26]3[C:35]4[C:34](=[CH:5][C:3]#[N:4])[CH2:33][CH2:32][C:31]=4[CH:30]=[CH:29][C:27]=3[N:28]=2)[CH:19]=[CH:18][CH:17]=[CH:16][CH:15]=1. The catalyst class is: 7. (4) Reactant: Cl[C:2]1[CH:7]=[C:6]([C:8]2[CH:13]=[CH:12][CH:11]=[CH:10][C:9]=2[F:14])[N:5]=[CH:4][N:3]=1.[CH3:15][CH:16]([OH:19])[C:17]#[CH:18].[H-].[Na+].O. Product: [F:14][C:9]1[CH:10]=[CH:11][CH:12]=[CH:13][C:8]=1[C:6]1[CH:7]=[C:2]([O:19][CH:16]([CH3:15])[C:17]#[CH:18])[N:3]=[CH:4][N:5]=1. The catalyst class is: 9. (5) The catalyst class is: 551. Reactant: Br[C:2]1[C:7]2[C:8](=[O:24])[N:9]3[CH2:16][CH2:15][N:14]([C:17]([O:19][C:20]([CH3:23])([CH3:22])[CH3:21])=[O:18])[CH2:13][CH:10]3[CH2:11][O:12][C:6]=2[CH:5]=[CH:4][CH:3]=1.[F:25][C:26]1[CH:31]=[CH:30][CH:29]=[CH:28][C:27]=1B(O)O.C(=O)([O-])[O-].[K+].[K+].O. Product: [F:25][C:26]1[CH:31]=[CH:30][CH:29]=[CH:28][C:27]=1[C:2]1[C:7]2[C:8](=[O:24])[N:9]3[CH2:16][CH2:15][N:14]([C:17]([O:19][C:20]([CH3:23])([CH3:22])[CH3:21])=[O:18])[CH2:13][CH:10]3[CH2:11][O:12][C:6]=2[CH:5]=[CH:4][CH:3]=1. (6) Reactant: [CH2:1]([O:8][C:9]1[CH:17]=[CH:16][CH:15]=[CH:14][C:10]=1[C:11]([OH:13])=O)[C:2]1[CH:7]=[CH:6][CH:5]=[CH:4][CH:3]=1.Cl.CN(C)CCCN=C=NCC.C(N(CC)CC)C.[C:37]([O:41][C:42]([C:44]1[C:52]2[CH2:51][CH:50]([CH2:53][NH2:54])[N:49]([CH2:55][C:56]3[CH:61]=[CH:60][C:59]([O:62][CH3:63])=[CH:58][CH:57]=3)[CH2:48][C:47]=2[S:46][C:45]=1[NH2:64])=[O:43])([CH3:40])([CH3:39])[CH3:38]. Product: [C:37]([O:41][C:42]([C:44]1[C:52]2[CH2:51][CH:50]([CH2:53][NH:54][C:11](=[O:13])[C:10]3[CH:14]=[CH:15][CH:16]=[CH:17][C:9]=3[O:8][CH2:1][C:2]3[CH:3]=[CH:4][CH:5]=[CH:6][CH:7]=3)[N:49]([CH2:55][C:56]3[CH:57]=[CH:58][C:59]([O:62][CH3:63])=[CH:60][CH:61]=3)[CH2:48][C:47]=2[S:46][C:45]=1[NH2:64])=[O:43])([CH3:40])([CH3:39])[CH3:38]. The catalyst class is: 10. (7) Reactant: [CH2:1]([O:3][C:4](=[O:31])[C:5]([O:8][C:9]1[CH:14]=[CH:13][C:12]([O:15][CH2:16][CH2:17][C:18]2[N:19]=[C:20]([C:24]3[CH:29]=[CH:28][C:27](Br)=[CH:26][CH:25]=3)[O:21][C:22]=2[CH3:23])=[CH:11][CH:10]=1)([CH3:7])[CH3:6])[CH3:2].CC([O-])=O.[K+].[B:37]1([B:37]2[O:41][C:40]([CH3:43])([CH3:42])[C:39]([CH3:45])([CH3:44])[O:38]2)[O:41][C:40]([CH3:43])([CH3:42])[C:39]([CH3:45])([CH3:44])[O:38]1.ClCCl. Product: [CH2:1]([O:3][C:4](=[O:31])[C:5]([CH3:7])([O:8][C:9]1[CH:14]=[CH:13][C:12]([O:15][CH2:16][CH2:17][C:18]2[N:19]=[C:20]([C:24]3[CH:29]=[CH:28][C:27]([B:37]4[O:41][C:40]([CH3:43])([CH3:42])[C:39]([CH3:45])([CH3:44])[O:38]4)=[CH:26][CH:25]=3)[O:21][C:22]=2[CH3:23])=[CH:11][CH:10]=1)[CH3:6])[CH3:2]. The catalyst class is: 418. (8) Reactant: C(OC([N:8]1[CH2:13][CH:12]=[C:11]([C:14]2[CH:22]=[C:21]3[C:17]([CH2:18][N:19]4[C:25]([C:26]5[C:27]([C:32]6[CH:37]=[CH:36][CH:35]=[CH:34][CH:33]=6)=[N:28][O:29][C:30]=5[CH3:31])=[N:24][N:23]=[C:20]43)=[CH:16][CH:15]=2)[CH2:10][CH2:9]1)=O)(C)(C)C. Product: [CH3:31][C:30]1[O:29][N:28]=[C:27]([C:32]2[CH:37]=[CH:36][CH:35]=[CH:34][CH:33]=2)[C:26]=1[C:25]1[N:19]2[CH2:18][C:17]3[C:21]([C:20]2=[N:23][N:24]=1)=[CH:22][C:14]([C:11]1[CH2:12][CH2:13][NH:8][CH2:9][CH:10]=1)=[CH:15][CH:16]=3. The catalyst class is: 67.